Dataset: Catalyst prediction with 721,799 reactions and 888 catalyst types from USPTO. Task: Predict which catalyst facilitates the given reaction. (1) Reactant: [C:1]1([C:7]2[S:11][C:10]([NH:12][C:13]([NH:15][C:16]3[C:21]([Cl:22])=[CH:20][C:19]([Cl:23])=[CH:18][C:17]=3[Cl:24])=[O:14])=[C:9]([C:25]([O:27]C(C)(C)C)=[O:26])[CH:8]=2)[CH:6]=[CH:5][CH:4]=[CH:3][CH:2]=1.C(O)(C(F)(F)F)=O. Product: [C:1]1([C:7]2[S:11][C:10]([NH:12][C:13]([NH:15][C:16]3[C:21]([Cl:22])=[CH:20][C:19]([Cl:23])=[CH:18][C:17]=3[Cl:24])=[O:14])=[C:9]([C:25]([OH:27])=[O:26])[CH:8]=2)[CH:2]=[CH:3][CH:4]=[CH:5][CH:6]=1. The catalyst class is: 22. (2) Reactant: [CH:1]1([CH:4]([N:8]2[CH:12]=[C:11]([C:13]3[N:18]4[CH:19]=[CH:20][N:21]=[C:17]4[CH:16]=[C:15]([C:22]4[CH:23]=[N:24][N:25]([CH3:27])[CH:26]=4)[N:14]=3)[CH:10]=[N:9]2)[CH2:5][C:6]#[N:7])[CH2:3][CH2:2]1.[I:28]N1C(=O)CCC1=O.C(Cl)Cl. Product: [CH:1]1([CH:4]([N:8]2[CH:12]=[C:11]([C:13]3[N:18]4[C:19]([I:28])=[CH:20][N:21]=[C:17]4[CH:16]=[C:15]([C:22]4[CH:23]=[N:24][N:25]([CH3:27])[CH:26]=4)[N:14]=3)[CH:10]=[N:9]2)[CH2:5][C:6]#[N:7])[CH2:3][CH2:2]1. The catalyst class is: 25. (3) Reactant: Cl[C:2]1[N:7]=[CH:6][N:5]=[C:4]2[C:8]3[C:9](=[N:11][C:12]([N:21]([CH2:23][C:24]4[CH:29]=[CH:28][CH:27]=[CH:26][CH:25]=4)[CH3:22])=[C:13]4[CH2:18][O:17][C:16]([CH3:20])([CH3:19])[CH2:15][C:14]=34)[O:10][C:3]=12.[N:30]1([CH2:36][CH2:37][NH2:38])[CH2:35][CH2:34][O:33][CH2:32][CH2:31]1. Product: [CH2:23]([N:21]([CH3:22])[C:12]1[C:13]2[CH2:18][O:17][C:16]([CH3:20])([CH3:19])[CH2:15][C:14]=2[C:8]2[C:4]3=[N:5][CH:6]=[N:7][C:2]([NH:38][CH2:37][CH2:36][N:30]4[CH2:35][CH2:34][O:33][CH2:32][CH2:31]4)=[C:3]3[O:10][C:9]=2[N:11]=1)[C:24]1[CH:29]=[CH:28][CH:27]=[CH:26][CH:25]=1. The catalyst class is: 8. (4) Reactant: [C:1]1([C:7]2[C:11]([C:12]([F:15])([F:14])[F:13])=[C:10]([C:16]([O:18]C)=[O:17])[S:9][N:8]=2)[CH:6]=[CH:5][CH:4]=[CH:3][CH:2]=1.[Li+].[OH-].Cl. Product: [C:1]1([C:7]2[C:11]([C:12]([F:13])([F:14])[F:15])=[C:10]([C:16]([OH:18])=[O:17])[S:9][N:8]=2)[CH:2]=[CH:3][CH:4]=[CH:5][CH:6]=1. The catalyst class is: 1. (5) Reactant: [Cl:1][C:2]1[CH:9]=[C:8]([O:10][CH2:11][C:12]2[O:16][C:15]([CH2:17][CH2:18][C:19]3[CH:24]=[CH:23][C:22]([C:25]([F:28])([F:27])[F:26])=[CH:21][CH:20]=3)=[N:14][C:13]=2[CH3:29])[CH:7]=[CH:6][C:3]=1[C:4]#[N:5].Cl.[NH2:31][OH:32].C(N(CC)CC)C. Product: [Cl:1][C:2]1[CH:9]=[C:8]([O:10][CH2:11][C:12]2[O:16][C:15]([CH2:17][CH2:18][C:19]3[CH:24]=[CH:23][C:22]([C:25]([F:26])([F:28])[F:27])=[CH:21][CH:20]=3)=[N:14][C:13]=2[CH3:29])[CH:7]=[CH:6][C:3]=1[C:4]([NH:31][OH:32])=[NH:5]. The catalyst class is: 83. (6) Reactant: C(N(C(C)C)CC)(C)C.[OH:10][CH2:11][CH:12]1[CH2:17][CH2:16][N:15]([C:18]([O:20][C:21]([CH3:24])([CH3:23])[CH3:22])=[O:19])[CH2:14][CH2:13]1.ClC(Cl)(O[C:29](=[O:35])OC(Cl)(Cl)Cl)Cl.[NH2:37][C:38]1[CH:43]=[CH:42][CH:41]=[CH:40][C:39]=1[C:44]1[S:45][CH:46]=[C:47]([CH2:49][OH:50])[N:48]=1. Product: [OH:50][CH2:49][C:47]1[N:48]=[C:44]([C:39]2[CH:40]=[CH:41][CH:42]=[CH:43][C:38]=2[NH:37][C:29]([O:10][CH2:11][CH:12]2[CH2:17][CH2:16][N:15]([C:18]([O:20][C:21]([CH3:24])([CH3:23])[CH3:22])=[O:19])[CH2:14][CH2:13]2)=[O:35])[S:45][CH:46]=1. The catalyst class is: 7. (7) Reactant: [H-].[Na+].[NH:3]1[C:11]2[C:6](=[CH:7][CH:8]=[CH:9][CH:10]=2)[C:5]([S:12]([NH2:15])(=[O:14])=[O:13])=[CH:4]1.[CH2:16]([S:20][C:21]1[N:26]=[C:25](Cl)[CH:24]=[CH:23][N:22]=1)[CH2:17][CH2:18][CH3:19]. Product: [CH2:16]([S:20][C:21]1[N:22]=[C:23]([N:3]2[C:11]3[C:6](=[CH:7][CH:8]=[CH:9][CH:10]=3)[C:5]([S:12]([NH2:15])(=[O:14])=[O:13])=[CH:4]2)[CH:24]=[CH:25][N:26]=1)[CH2:17][CH2:18][CH3:19]. The catalyst class is: 3. (8) Reactant: [C:1]([CH2:3][C:4]1[CH:20]=[CH:19][C:7]([O:8][C:9]([CH3:18])([CH3:17])[C:10]([O:12][C:13]([CH3:16])([CH3:15])[CH3:14])=[O:11])=[CH:6][CH:5]=1)#[N:2].Cl.C(=O)([O-])[O-].[Na+].[Na+]. Product: [NH2:2][CH2:1][CH2:3][C:4]1[CH:5]=[CH:6][C:7]([O:8][C:9]([CH3:18])([CH3:17])[C:10]([O:12][C:13]([CH3:14])([CH3:16])[CH3:15])=[O:11])=[CH:19][CH:20]=1. The catalyst class is: 7. (9) Reactant: [CH3:1][O:2][C:3]1[CH:8]=[CH:7][C:6]([C:9]2[CH:14]=[CH:13][C:12]([S:15]([NH:18][CH:19]3[CH2:23][CH:22]([CH2:24][S:25][C:26]4[N:30]=[CH:29][NH:28][N:27]=4)[O:21][C:20]3=[O:31])(=[O:17])=[O:16])=[CH:11][CH:10]=2)=[CH:5][CH:4]=1.C[O:33]C1C=CC(C2C=CC(S(NC(CC3OC3)C(OC)=O)(=O)=O)=CC=2)=CC=1.CCN(CC)CC. Product: [CH3:1][O:2][C:3]1[CH:8]=[CH:7][C:6]([C:9]2[CH:10]=[CH:11][C:12]([S:15]([NH:18][CH:19]([CH2:23][CH:22]([OH:33])[CH2:24][S:25][C:26]3[N:30]=[CH:29][NH:28][N:27]=3)[C:20]([OH:21])=[O:31])(=[O:16])=[O:17])=[CH:13][CH:14]=2)=[CH:5][CH:4]=1. The catalyst class is: 638. (10) Reactant: [CH3:1][C:2]1[CH:3]=[C:4]([NH:16][C:17]2[C:27]3[CH:26]=[C:25]([C:28]([OH:30])=O)[CH2:24][CH2:23][NH:22][C:21]=3[N:20]=[CH:19][N:18]=2)[CH:5]=[CH:6][C:7]=1[O:8][C:9]1[CH:10]=[N:11][C:12]([CH3:15])=[CH:13][CH:14]=1.Cl.[CH3:32][C:33]([NH2:40])([CH3:39])[CH2:34][S:35]([CH3:38])(=[O:37])=[O:36].Cl.C(N=C=NCCCN(C)C)C.O.ON1C2C=CC=CC=2N=N1. Product: [CH3:32][C:33]([NH:40][C:28]([C:25]1[CH2:24][CH2:23][NH:22][C:21]2[N:20]=[CH:19][N:18]=[C:17]([NH:16][C:4]3[CH:5]=[CH:6][C:7]([O:8][C:9]4[CH:10]=[N:11][C:12]([CH3:15])=[CH:13][CH:14]=4)=[C:2]([CH3:1])[CH:3]=3)[C:27]=2[CH:26]=1)=[O:30])([CH3:39])[CH2:34][S:35]([CH3:38])(=[O:37])=[O:36]. The catalyst class is: 289.